This data is from Forward reaction prediction with 1.9M reactions from USPTO patents (1976-2016). The task is: Predict the product of the given reaction. (1) Given the reactants [NH2:1][CH2:2][CH:3]1[CH2:8][CH2:7][N:6]([C:9]([O:11][CH2:12][C:13]2[CH:18]=[CH:17][CH:16]=[CH:15][CH:14]=2)=[O:10])[CH2:5][CH2:4]1.[C:19]([O:23][C:24](O[C:24]([O:23][C:19]([CH3:22])([CH3:21])[CH3:20])=[O:25])=[O:25])([CH3:22])([CH3:21])[CH3:20], predict the reaction product. The product is: [CH2:12]([O:11][C:9]([N:6]1[CH2:7][CH2:8][CH:3]([CH2:2][NH:1][C:24]([O:23][C:19]([CH3:22])([CH3:21])[CH3:20])=[O:25])[CH2:4][CH2:5]1)=[O:10])[C:13]1[CH:14]=[CH:15][CH:16]=[CH:17][CH:18]=1. (2) Given the reactants [NH2:1][C:2]1[CH:3]=[C:4]([C:8]2[CH:17]=[N:16][C:15]3[C:14]([N:18]4[CH2:23][CH2:22][O:21][CH2:20][CH2:19]4)=[N:13][C:12]([C:24]4[CH:25]=[N:26][C:27]([NH:30][C:31](=[O:37])[O:32][C:33]([CH3:36])([CH3:35])[CH3:34])=[N:28][CH:29]=4)=[N:11][C:10]=3[CH:9]=2)[CH:5]=[CH:6][CH:7]=1.[CH:38]1([C:41](O)=[O:42])[CH2:40][CH2:39]1.CN(C=O)C.CN(C(ON1N=NC2C=CC=NC1=2)=[N+](C)C)C.F[P-](F)(F)(F)(F)F, predict the reaction product. The product is: [CH:38]1([C:41]([NH:1][C:2]2[CH:3]=[C:4]([C:8]3[CH:17]=[N:16][C:15]4[C:14]([N:18]5[CH2:23][CH2:22][O:21][CH2:20][CH2:19]5)=[N:13][C:12]([C:24]5[CH:25]=[N:26][C:27]([NH:30][C:31](=[O:37])[O:32][C:33]([CH3:34])([CH3:36])[CH3:35])=[N:28][CH:29]=5)=[N:11][C:10]=4[CH:9]=3)[CH:5]=[CH:6][CH:7]=2)=[O:42])[CH2:40][CH2:39]1. (3) Given the reactants Br[C:2]1[CH:3]=[C:4]([S:12]([NH:15][CH2:16][CH2:17][CH2:18][CH3:19])(=[O:14])=[O:13])[CH:5]=[C:6]([CH:10]=[O:11])[C:7]=1[O:8][CH3:9].[C:20]1([S:26]([NH2:29])(=[O:28])=[O:27])[CH:25]=[CH:24][CH:23]=[CH:22][CH:21]=1, predict the reaction product. The product is: [CH2:16]([NH:15][S:12]([C:4]1[CH:3]=[C:2]([C:22]2[CH:23]=[CH:24][CH:25]=[C:20]([S:26]([NH:29][C:6]([CH3:10])([CH3:7])[CH3:5])(=[O:28])=[O:27])[CH:21]=2)[C:7]([O:8][CH3:9])=[C:6]([CH:10]=[O:11])[CH:5]=1)(=[O:14])=[O:13])[CH2:17][CH2:18][CH3:19]. (4) Given the reactants [Li][CH2:2]CCC.CC1(C)CCCC(C)(C)N1.[Cl:16][C:17]1[CH:18]=[C:19]([CH:23]=[CH:24][C:25]=1[F:26])[C:20]([OH:22])=[O:21].IC, predict the reaction product. The product is: [Cl:16][C:17]1[C:18]([CH3:2])=[C:19]([CH:23]=[CH:24][C:25]=1[F:26])[C:20]([OH:22])=[O:21]. (5) The product is: [CH:35]1([O:1][C:2]2[CH:3]=[CH:4][C:5]([N:8]3[C:13](=[O:14])[C:12]([CH2:15][C:16]4[CH:21]=[CH:20][C:19]([C:22]5[C:23]([C:28]#[N:29])=[CH:24][CH:25]=[CH:26][CH:27]=5)=[CH:18][CH:17]=4)=[C:11]([CH2:30][CH2:31][CH3:32])[N:10]=[C:9]3[CH3:33])=[CH:6][CH:7]=2)[CH2:37][CH2:36]1. Given the reactants [OH:1][C:2]1[CH:7]=[CH:6][C:5]([N:8]2[C:13](=[O:14])[C:12]([CH2:15][C:16]3[CH:21]=[CH:20][C:19]([C:22]4[C:23]([C:28]#[N:29])=[CH:24][CH:25]=[CH:26][CH:27]=4)=[CH:18][CH:17]=3)=[C:11]([CH2:30][CH2:31][CH3:32])[N:10]=[C:9]2[CH3:33])=[CH:4][CH:3]=1.Br[CH:35]1[CH2:37][CH2:36]1.C(=O)([O-])[O-].[Cs+].[Cs+].C(OCC)(=O)C, predict the reaction product. (6) Given the reactants [Cl:1][C:2]1[CH:10]=[C:6]([C:7]([OH:9])=O)[C:5]([OH:11])=[CH:4][CH:3]=1.[F:12][C:13]([F:26])([F:25])[C:14]1[CH:20]=[CH:19][C:18]([C:21]([F:24])([F:23])[F:22])=[CH:17][C:15]=1[NH2:16], predict the reaction product. The product is: [F:12][C:13]([F:25])([F:26])[C:14]1[CH:20]=[CH:19][C:18]([C:21]([F:23])([F:24])[F:22])=[CH:17][C:15]=1[NH:16][C:7](=[O:9])[C:6]1[CH:10]=[C:2]([Cl:1])[CH:3]=[CH:4][C:5]=1[OH:11].